Dataset: Catalyst prediction with 721,799 reactions and 888 catalyst types from USPTO. Task: Predict which catalyst facilitates the given reaction. (1) Reactant: [C:1]([C:3]1[CH:4]=[C:5]([N:9]([N:17]([C:21]([NH:23][C:24]2[CH:29]=[CH:28][C:27](I)=[CH:26][CH:25]=2)=[O:22])[CH2:18][CH2:19][CH3:20])[C:10]([O:12][C:13]([CH3:16])([CH3:15])[CH3:14])=[O:11])[CH:6]=[CH:7][CH:8]=1)#[N:2].[CH3:31][S:32][C:33]1[CH:38]=[CH:37][CH:36]=[CH:35][C:34]=1B(O)O.C(=O)([O-])[O-].[Na+].[Na+]. Product: [C:1]([C:3]1[CH:4]=[C:5]([N:9]([N:17]([C:21]([NH:23][C:24]2[CH:29]=[CH:28][C:27]([C:34]3[CH:35]=[CH:36][CH:37]=[CH:38][C:33]=3[S:32][CH3:31])=[CH:26][CH:25]=2)=[O:22])[CH2:18][CH2:19][CH3:20])[C:10]([O:12][C:13]([CH3:16])([CH3:15])[CH3:14])=[O:11])[CH:6]=[CH:7][CH:8]=1)#[N:2]. The catalyst class is: 438. (2) Reactant: [Br:1][C:2]1[C:3]([NH:15][C:16]([NH2:18])=[O:17])=[C:4]([CH:8]=[C:9]([O:13][CH3:14])[C:10]=1[O:11][CH3:12])[C:5](N)=[O:6].Cl. Product: [Br:1][C:2]1[C:10]([O:11][CH3:12])=[C:9]([O:13][CH3:14])[CH:8]=[C:4]2[C:3]=1[NH:15][C:16](=[O:17])[NH:18][C:5]2=[O:6]. The catalyst class is: 74. (3) Reactant: [F:1][C:2]1[CH:3]=[C:4]([N+:9]([O-:11])=[O:10])[CH:5]=[CH:6][C:7]=1F.[NH:12]1[CH:16]=[CH:15][N:14]=[CH:13]1.C([O-])([O-])=O.[K+].[K+].O. Product: [F:1][C:2]1[CH:3]=[C:4]([N+:9]([O-:11])=[O:10])[CH:5]=[CH:6][C:7]=1[N:12]1[CH:16]=[CH:15][N:14]=[CH:13]1. The catalyst class is: 3. (4) Reactant: [C:1](Cl)([O:3][CH2:4][CH:5]=[CH2:6])=[O:2].[NH2:8][C:9]1[CH:14]=[CH:13][C:12]([CH2:15][OH:16])=[CH:11][CH:10]=1.N1C=CC=CC=1. Product: [CH2:4]([O:3][C:1](=[O:2])[NH:8][C:9]1[CH:14]=[CH:13][C:12]([CH2:15][OH:16])=[CH:11][CH:10]=1)[CH:5]=[CH2:6]. The catalyst class is: 4. (5) Reactant: C([O:3][C:4]([C:6]1[O:7][C:8]2[CH:14]=[CH:13][C:12]([CH3:15])=[CH:11][C:9]=2[N:10]=1)=[O:5])C.[OH-].[Na+:17]. Product: [Na+:17].[CH3:15][C:12]1[CH:13]=[CH:14][C:8]2[O:7][C:6]([C:4]([O-:5])=[O:3])=[N:10][C:9]=2[CH:11]=1. The catalyst class is: 1. (6) Reactant: [F:1][C:2]([F:8])([F:7])[CH2:3][C:4](O)=[O:5].C(N(C(C)C)CC)(C)C.CN(C(F)=[N+](C)C)C.F[P-](F)(F)(F)(F)F.[F:33][C:34]1[CH:39]=[C:38]([S:40]([CH3:43])(=[O:42])=[O:41])[CH:37]=[CH:36][C:35]=1[NH:44][C@H:45]1[CH2:49][CH2:48][N:47]([CH:50]2[CH2:55][CH2:54][N:53]([C:56](=[NH:59])[NH:57]O)[CH2:52][CH2:51]2)[C:46]1=[O:60]. Product: [F:33][C:34]1[CH:39]=[C:38]([S:40]([CH3:43])(=[O:42])=[O:41])[CH:37]=[CH:36][C:35]=1[NH:44][C@H:45]1[CH2:49][CH2:48][N:47]([CH:50]2[CH2:51][CH2:52][N:53]([C:56]3[N:59]=[C:4]([CH2:3][C:2]([F:8])([F:7])[F:1])[O:5][N:57]=3)[CH2:54][CH2:55]2)[C:46]1=[O:60]. The catalyst class is: 634.